Regression. Given two drug SMILES strings and cell line genomic features, predict the synergy score measuring deviation from expected non-interaction effect. From a dataset of NCI-60 drug combinations with 297,098 pairs across 59 cell lines. (1) Drug 1: CC12CCC3C(C1CCC2=O)CC(=C)C4=CC(=O)C=CC34C. Drug 2: C1=CC(=CC=C1CCC2=CNC3=C2C(=O)NC(=N3)N)C(=O)NC(CCC(=O)O)C(=O)O. Cell line: RPMI-8226. Synergy scores: CSS=49.2, Synergy_ZIP=-4.49, Synergy_Bliss=-9.98, Synergy_Loewe=-9.01, Synergy_HSA=-8.05. (2) Drug 1: C1=CC(=CC=C1CC(C(=O)O)N)N(CCCl)CCCl.Cl. Drug 2: CC1C(C(CC(O1)OC2CC(OC(C2O)C)OC3=CC4=CC5=C(C(=O)C(C(C5)C(C(=O)C(C(C)O)O)OC)OC6CC(C(C(O6)C)O)OC7CC(C(C(O7)C)O)OC8CC(C(C(O8)C)O)(C)O)C(=C4C(=C3C)O)O)O)O. Cell line: HOP-62. Synergy scores: CSS=23.6, Synergy_ZIP=-0.340, Synergy_Bliss=6.27, Synergy_Loewe=2.99, Synergy_HSA=2.47. (3) Drug 1: CCC1=CC2CC(C3=C(CN(C2)C1)C4=CC=CC=C4N3)(C5=C(C=C6C(=C5)C78CCN9C7C(C=CC9)(C(C(C8N6C)(C(=O)OC)O)OC(=O)C)CC)OC)C(=O)OC.C(C(C(=O)O)O)(C(=O)O)O. Drug 2: CS(=O)(=O)CCNCC1=CC=C(O1)C2=CC3=C(C=C2)N=CN=C3NC4=CC(=C(C=C4)OCC5=CC(=CC=C5)F)Cl. Cell line: HCT-15. Synergy scores: CSS=35.7, Synergy_ZIP=10.6, Synergy_Bliss=17.3, Synergy_Loewe=8.09, Synergy_HSA=16.1. (4) Drug 1: C1CCC(C1)C(CC#N)N2C=C(C=N2)C3=C4C=CNC4=NC=N3. Drug 2: CN(CCCl)CCCl.Cl. Cell line: TK-10. Synergy scores: CSS=8.49, Synergy_ZIP=-4.19, Synergy_Bliss=3.41, Synergy_Loewe=3.11, Synergy_HSA=3.26. (5) Drug 1: CC1C(C(CC(O1)OC2CC(CC3=C2C(=C4C(=C3O)C(=O)C5=C(C4=O)C(=CC=C5)OC)O)(C(=O)C)O)N)O.Cl. Drug 2: C1=C(C(=O)NC(=O)N1)N(CCCl)CCCl. Cell line: SK-MEL-28. Synergy scores: CSS=15.5, Synergy_ZIP=-7.09, Synergy_Bliss=-0.794, Synergy_Loewe=-5.20, Synergy_HSA=-0.476. (6) Drug 1: CN1CCC(CC1)COC2=C(C=C3C(=C2)N=CN=C3NC4=C(C=C(C=C4)Br)F)OC. Drug 2: C(CN)CNCCSP(=O)(O)O. Cell line: SK-MEL-28. Synergy scores: CSS=-0.876, Synergy_ZIP=0.145, Synergy_Bliss=-0.688, Synergy_Loewe=-3.87, Synergy_HSA=-3.91.